Dataset: Catalyst prediction with 721,799 reactions and 888 catalyst types from USPTO. Task: Predict which catalyst facilitates the given reaction. Reactant: C([Li])(C)(C)C.[F:6][C:7]1[CH:12]=[CH:11][C:10](I)=[CH:9][CH:8]=1.[N:14]1([C:19]2([C:23]#[N:24])[CH2:22][CH2:21][CH2:20]2)[CH2:18][CH2:17][CH2:16][CH2:15]1.C(=O)(O)[O-].[Na+].[BH4-].[Na+]. Product: [F:6][C:7]1[CH:12]=[CH:11][C:10]([CH:23]([NH2:24])[C:19]2([N:14]3[CH2:18][CH2:17][CH2:16][CH2:15]3)[CH2:20][CH2:21][CH2:22]2)=[CH:9][CH:8]=1. The catalyst class is: 27.